Dataset: Catalyst prediction with 721,799 reactions and 888 catalyst types from USPTO. Task: Predict which catalyst facilitates the given reaction. (1) The catalyst class is: 6. Product: [S:7]1[CH:8]=[CH:9][C:5]2[CH:4]=[C:3]([CH2:2][C:15]#[N:16])[CH:11]=[CH:10][C:6]1=2. Reactant: Br[CH2:2][C:3]1[CH:11]=[CH:10][C:6]2[S:7][CH:8]=[CH:9][C:5]=2[CH:4]=1.[C-]#N.[Na+].[CH3:15][N:16](C)C=O. (2) Reactant: [NH2:1][C:2]1[CH:3]=[C:4]([CH:7]=[C:8]([N:11]2[CH2:14][CH:13]([N:15]3[CH2:20][CH2:19][N:18]([CH3:21])[CH2:17][CH2:16]3)[CH2:12]2)[C:9]=1[Cl:10])[C:5]#[N:6].[CH2:22]([N:24](CC1C=CC(OC)=CC=1)[C:25]1[C:30]2=[N:31][CH:32]=[C:33]([C:34]#[N:35])[N:29]2[N:28]=[C:27](S(C)(=O)=O)[N:26]=1)[CH3:23].C([O-])([O-])=O.[Cs+].[Cs+]. Product: [Cl:10][C:9]1[C:8]([N:11]2[CH2:12][CH:13]([N:15]3[CH2:16][CH2:17][N:18]([CH3:21])[CH2:19][CH2:20]3)[CH2:14]2)=[CH:7][C:4]([C:5]#[N:6])=[CH:3][C:2]=1[NH:1][C:27]1[N:26]=[C:25]([NH:24][CH2:22][CH3:23])[C:30]2=[N:31][CH:32]=[C:33]([C:34]#[N:35])[N:29]2[N:28]=1. The catalyst class is: 3.